From a dataset of Catalyst prediction with 721,799 reactions and 888 catalyst types from USPTO. Predict which catalyst facilitates the given reaction. (1) Reactant: ClC(OCC(C)C)=O.[Br:9][C:10]1[C:19]2[O:18][CH:17]([CH:20]([CH3:22])[CH3:21])[C:16](=[O:23])[NH:15][C:14]=2[CH:13]=[C:12]([C:24](O)=[O:25])[CH:11]=1.C(N(CC)CC)C.[BH4-].[Na+].Cl. Product: [Br:9][C:10]1[C:19]2[O:18][CH:17]([CH:20]([CH3:22])[CH3:21])[C:16](=[O:23])[NH:15][C:14]=2[CH:13]=[C:12]([CH2:24][OH:25])[CH:11]=1. The catalyst class is: 30. (2) Reactant: [NH2:1][C:2]1[C:3]2[CH:30]=[CH:29][CH:28]=[CH:27][C:4]=2[C:5]2[C@H:6]([CH2:25][Cl:26])[CH2:7][N:8]([C:11]([C:13]34[CH2:17][C:15]([C:18]([O:20][C:21]([CH3:24])([CH3:23])[CH3:22])=[O:19])([CH2:16]3)[CH2:14]4)=[O:12])[C:9]=2[CH:10]=1.Cl[C:32](=[O:53])[C@@H:33]([NH:35][C:36](=[O:52])[O:37][CH2:38][CH:39]1[C:51]2[CH:50]=[CH:49][CH:48]=[CH:47][C:46]=2[C:45]2[C:40]1=[CH:41][CH:42]=[CH:43][CH:44]=2)[CH3:34]. Product: [Cl:26][CH2:25][C@H:6]1[C:5]2[C:4]3[CH:27]=[CH:28][CH:29]=[CH:30][C:3]=3[C:2]([NH:1][C:32](=[O:53])[C@H:33]([CH3:34])[NH:35][C:36]([O:37][CH2:38][CH:39]3[C:40]4[CH:41]=[CH:42][CH:43]=[CH:44][C:45]=4[C:46]4[C:51]3=[CH:50][CH:49]=[CH:48][CH:47]=4)=[O:52])=[CH:10][C:9]=2[N:8]([C:11]([C:13]23[CH2:17][C:15]([C:18]([O:20][C:21]([CH3:24])([CH3:22])[CH3:23])=[O:19])([CH2:16]2)[CH2:14]3)=[O:12])[CH2:7]1. The catalyst class is: 2.